This data is from Full USPTO retrosynthesis dataset with 1.9M reactions from patents (1976-2016). The task is: Predict the reactants needed to synthesize the given product. Given the product [OH:42][C:39]1[CH:40]=[CH:41][C:32]([C@@H:9]([OH:8])[CH2:10][NH:11][CH2:12][C:13]2([OH:31])[CH2:18][CH2:17][N:16]([CH2:19][CH2:20][CH2:21][O:22][CH2:23][CH2:24][C:25]3[CH:26]=[CH:27][CH:28]=[CH:29][CH:30]=3)[CH2:15][CH2:14]2)=[C:33]2[C:38]=1[NH:37][C:36](=[O:43])[CH:35]=[CH:34]2, predict the reactants needed to synthesize it. The reactants are: [Si]([O:8][C@H:9]([C:32]1[CH:41]=[CH:40][C:39]([OH:42])=[C:38]2[C:33]=1[CH:34]=[CH:35][C:36](=[O:43])[NH:37]2)[CH2:10][NH:11][CH2:12][C:13]1([OH:31])[CH2:18][CH2:17][N:16]([CH2:19][CH2:20][CH2:21][O:22][CH2:23][CH2:24][C:25]2[CH:30]=[CH:29][CH:28]=[CH:27][CH:26]=2)[CH2:15][CH2:14]1)(C(C)(C)C)(C)C.F.F.F.C(N(CC)CC)C.